From a dataset of Forward reaction prediction with 1.9M reactions from USPTO patents (1976-2016). Predict the product of the given reaction. (1) Given the reactants [N:1]1[CH:6]=[CH:5][CH:4]=[C:3]([C:7](=[S:9])[NH2:8])[CH:2]=1.N1C=CC=CC=1.Br[CH:17]([CH2:22][CH3:23])[C:18](OC)=[O:19].[H-].[Na+].[F:26][C:27]([F:46])([F:45])[S:28](N(C1C=CC=CC=1)[S:28]([C:27]([F:46])([F:45])[F:26])(=[O:30])=[O:29])(=[O:30])=[O:29], predict the reaction product. The product is: [CH2:22]([C:17]1[S:9][C:7]([C:3]2[CH:2]=[N:1][CH:6]=[CH:5][CH:4]=2)=[N:8][C:18]=1[O:19][S:28]([C:27]([F:46])([F:45])[F:26])(=[O:30])=[O:29])[CH3:23]. (2) Given the reactants [C:12]([O:11][C:9](O[C:9]([O:11][C:12]([CH3:15])([CH3:14])[CH3:13])=[O:10])=[O:10])([CH3:15])([CH3:14])[CH3:13].[Br:16][C:17]1[CH:26]=[C:25]2[C:20]([CH2:21][CH2:22][NH:23][CH2:24]2)=[CH:19][CH:18]=1.C(N(CC)CC)C, predict the reaction product. The product is: [Br:16][C:17]1[CH:26]=[C:25]2[C:20]([CH2:21][CH2:22][N:23]([C:9]([O:11][C:12]([CH3:13])([CH3:14])[CH3:15])=[O:10])[CH2:24]2)=[CH:19][CH:18]=1. (3) Given the reactants [CH:1]([C:4]1[CH:9]=[CH:8][C:7]([C:10]2[S:14][C:13]([C:15]3[CH:24]=[CH:23][C:18]([C:19]([O:21]C)=[O:20])=[CH:17][CH:16]=3)=[N:12][N:11]=2)=[CH:6][CH:5]=1)([CH3:3])[CH3:2].[OH-].[Na+], predict the reaction product. The product is: [CH:1]([C:4]1[CH:5]=[CH:6][C:7]([C:10]2[S:14][C:13]([C:15]3[CH:24]=[CH:23][C:18]([C:19]([OH:21])=[O:20])=[CH:17][CH:16]=3)=[N:12][N:11]=2)=[CH:8][CH:9]=1)([CH3:3])[CH3:2]. (4) Given the reactants [C:1](/[N:3]=[C:4](\[O:14][C:15]1[CH:20]=[CH:19][CH:18]=[CH:17][CH:16]=1)/[NH:5][C:6]1[CH:11]=[CH:10][C:9]([F:12])=[C:8]([F:13])[CH:7]=1)#[N:2].Br[CH2:22][CH2:23][CH2:24][O:25][CH:26]1[CH2:31][CH2:30][CH2:29][CH2:28][O:27]1.C(=O)([O-])[O-].[K+].[N+3].C(=O)([O-])[O-].C(=O)([O-])[O-].[K+].[K+], predict the reaction product. The product is: [C:1](/[N:3]=[C:4](\[O:14][C:15]1[CH:20]=[CH:19][CH:18]=[CH:17][CH:16]=1)/[N:5]([C:6]1[CH:11]=[CH:10][C:9]([F:12])=[C:8]([F:13])[CH:7]=1)[CH2:22][CH2:23][CH2:24][O:25][CH:26]1[CH2:31][CH2:30][CH2:29][CH2:28][O:27]1)#[N:2].